From a dataset of Full USPTO retrosynthesis dataset with 1.9M reactions from patents (1976-2016). Predict the reactants needed to synthesize the given product. (1) Given the product [Cl:33][C:30]1[S:29][C:28]([C:26]([NH:25][CH2:24][C@@H:22]2[O:21][C:20](=[O:34])[N:19]([C:16]3[CH:17]=[CH:18][C:13]([N:12]4[CH2:11][CH2:10][O:9][C:35]4=[NH:36])=[CH:14][CH:15]=3)[CH2:23]2)=[O:27])=[CH:32][CH:31]=1, predict the reactants needed to synthesize it. The reactants are: F.[Si]([O:9][CH2:10][CH2:11][N:12]([C:35]#[N:36])[C:13]1[CH:18]=[CH:17][C:16]([N:19]2[CH2:23][C@H:22]([CH2:24][NH:25][C:26]([C:28]3[S:29][C:30]([Cl:33])=[CH:31][CH:32]=3)=[O:27])[O:21][C:20]2=[O:34])=[CH:15][CH:14]=1)(C(C)(C)C)(C)C. (2) Given the product [CH3:10][N:11]([C:4]1[CH:9]=[CH:8][CH:7]=[CH:6][N:5]=1)[CH3:12], predict the reactants needed to synthesize it. The reactants are: Cl.ClC[C:4]1[CH:9]=[CH:8][CH:7]=[CH:6][N:5]=1.[CH3:10][NH2:11].[CH3:12]CO.